From a dataset of Catalyst prediction with 721,799 reactions and 888 catalyst types from USPTO. Predict which catalyst facilitates the given reaction. (1) Reactant: C[O:2][C:3]([C:5]1[CH:6]=[N:7][C:8]([O:11][C:12]2[CH:17]=[CH:16][C:15]([CH:18]([CH3:32])[C:19]([C:25]3[CH:30]=[CH:29][N:28]=[C:27]([Cl:31])[CH:26]=3)([OH:24])[C:20]([F:23])([F:22])[F:21])=[C:14]([Cl:33])[CH:13]=2)=[N:9][CH:10]=1)=[O:4].[Li+].[OH-].Cl. Product: [Cl:33][C:14]1[CH:13]=[C:12]([CH:17]=[CH:16][C:15]=1[CH:18]([CH3:32])[C:19]([C:25]1[CH:30]=[CH:29][N:28]=[C:27]([Cl:31])[CH:26]=1)([OH:24])[C:20]([F:23])([F:21])[F:22])[O:11][C:8]1[N:7]=[CH:6][C:5]([C:3]([OH:4])=[O:2])=[CH:10][N:9]=1. The catalyst class is: 36. (2) Reactant: [NH2:1][C@:2]12[CH2:45][CH2:44][C@@H:43]([C:46]([CH3:48])=[CH2:47])[C@@H:3]1[C@@H:4]1[C@@:17]([CH3:20])([CH2:18][CH2:19]2)[C@@:16]2([CH3:21])[C@@H:7]([C@:8]3([CH3:42])[C@@H:13]([CH2:14][CH2:15]2)[C:12]([CH3:23])([CH3:22])[C:11]([C:24]2[CH2:29][CH2:28][C@@:27]([CH2:40][F:41])([C:30]([O:32][CH2:33][C:34]4[CH:39]=[CH:38][CH:37]=[CH:36][CH:35]=4)=[O:31])[CH2:26][CH:25]=2)=[CH:10][CH2:9]3)[CH2:6][CH2:5]1.[OH:49][C:50]1([CH2:54][CH:55]=O)[CH2:53][O:52][CH2:51]1.C(=O)(O)[O-].[Na+]. Product: [F:41][CH2:40][C@@:27]1([C:30]([O:32][CH2:33][C:34]2[CH:35]=[CH:36][CH:37]=[CH:38][CH:39]=2)=[O:31])[CH2:28][CH2:29][C:24]([C:11]2[C:12]([CH3:22])([CH3:23])[C@H:13]3[C@:8]([CH3:42])([CH2:9][CH:10]=2)[C@@H:7]2[C@:16]([CH3:21])([C@@:17]4([CH3:20])[C@H:4]([CH2:5][CH2:6]2)[C@H:3]2[C@H:43]([C:46]([CH3:48])=[CH2:47])[CH2:44][CH2:45][C@:2]2([NH:1][CH2:55][CH2:54][C:50]2([OH:49])[CH2:53][O:52][CH2:51]2)[CH2:19][CH2:18]4)[CH2:15][CH2:14]3)=[CH:25][CH2:26]1. The catalyst class is: 130. (3) Reactant: [Cl:1][C:2]1[CH:3]=[C:4]([C:9]2([C:32]([F:35])([F:34])[F:33])[CH2:13][CH2:12][N:11]([C:14]3[CH:15]=[C:16]4[C:21](=[CH:22][CH:23]=3)[C:20]([NH:24]C(=O)OC(C)(C)C)=[CH:19][CH:18]=[CH:17]4)[CH2:10]2)[CH:5]=[C:6]([Cl:8])[CH:7]=1.Cl.C(O)C.C(=O)([O-])[O-].[Na+].[Na+]. Product: [Cl:1][C:2]1[CH:3]=[C:4]([C:9]2([C:32]([F:34])([F:35])[F:33])[CH2:13][CH2:12][N:11]([C:14]3[CH:15]=[C:16]4[C:21](=[CH:22][CH:23]=3)[C:20]([NH2:24])=[CH:19][CH:18]=[CH:17]4)[CH2:10]2)[CH:5]=[C:6]([Cl:8])[CH:7]=1. The catalyst class is: 84.